This data is from Full USPTO retrosynthesis dataset with 1.9M reactions from patents (1976-2016). The task is: Predict the reactants needed to synthesize the given product. Given the product [Br:1][C:2]1[CH:3]=[CH:4][C:5]([C:8]([N:25]2[CH2:20][CH2:21][CH2:22][CH2:23][CH2:24]2)=[O:10])=[N:6][CH:7]=1, predict the reactants needed to synthesize it. The reactants are: [Br:1][C:2]1[CH:3]=[CH:4][C:5]([C:8]([OH:10])=O)=[N:6][CH:7]=1.CN(C(ON1N=N[C:21]2[CH:22]=[CH:23][CH:24]=[N:25][C:20]1=2)=[N+](C)C)C.F[P-](F)(F)(F)(F)F.CCN(C(C)C)C(C)C.N1CCCCC1.